From a dataset of Blood-brain barrier permeability regression values from the B3DB database. Regression/Classification. Given a drug SMILES string, predict its absorption, distribution, metabolism, or excretion properties. Task type varies by dataset: regression for continuous measurements (e.g., permeability, clearance, half-life) or binary classification for categorical outcomes (e.g., BBB penetration, CYP inhibition). For this dataset (b3db_regression), we predict Y. (1) The drug is CC1=CC(=O)N(C=C1)CCCCN2CCN(CC2)C3=NC(=NC(=C3)C(F)(F)F)C(C)(C)C. The Y is 0.570 log(BB ratio). (2) The molecule is C1=CC=C(C=C1)C2(C(=O)NC(=O)N2)C3=CC=CC=C3. The Y is -0.100 log(BB ratio). (3) The drug is CC1=C(N=C(C(=N1)C)C)C. The Y is -0.100 log(BB ratio). (4) The compound is CC1=C(C(C(=C(N1)C)C(=O)OC(C)(C)C)C2=CC(=CC=C2)[N+](=O)[O-])C(=O)OC(C)(C)C. The Y is -0.420 log(BB ratio).